From a dataset of Reaction yield outcomes from USPTO patents with 853,638 reactions. Predict the reaction yield, written as a fraction of the theoretical maximum amount of product (1.0 means a 100% yield; for example, 0.34 means a 34% yield). (1) The yield is 0.800. The catalyst is C1OCCOCCOCCOCCOCCOC1.O.CN(C=O)C. The reactants are [Br:1][C:2]1[CH:14]=[CH:13][C:12]2[C:11]3[C:6](=[CH:7][C:8]([Br:15])=[CH:9][CH:10]=3)[CH2:5][C:4]=2[CH:3]=1.Br[CH2:17][CH2:18][CH2:19][CH3:20].[OH-].[K+].[I-].[K+]. The product is [CH2:17]([C:5]1([CH2:14][CH2:2][CH2:3][CH3:4])[C:4]2[CH:3]=[C:2]([Br:1])[CH:14]=[CH:13][C:12]=2[C:11]2[C:6]1=[CH:7][C:8]([Br:15])=[CH:9][CH:10]=2)[CH2:18][CH2:19][CH3:20]. (2) The reactants are C([O:8][C:9]1[CH:18]=[C:17]2[C:12]([C:13](=[O:27])[N:14]([CH2:19][O:20][C:21](=[O:26])[C:22]([CH3:25])([CH3:24])[CH3:23])[CH:15]=[N:16]2)=[CH:11][C:10]=1[O:28][CH3:29])C1C=CC=CC=1.C(O)(=O)C. The catalyst is [Pd].C(OCC)(=O)C.CN(C=O)C.CO. The product is [OH:8][C:9]1[CH:18]=[C:17]2[C:12]([C:13](=[O:27])[N:14]([CH2:19][O:20][C:21](=[O:26])[C:22]([CH3:23])([CH3:24])[CH3:25])[CH:15]=[N:16]2)=[CH:11][C:10]=1[O:28][CH3:29]. The yield is 0.800. (3) The reactants are [C:1]([O:5][C:6]([NH:8][C@@H:9]([CH2:14][CH2:15][CH2:16][C:17]([CH3:22])([N+:19]([O-])=O)[CH3:18])[C:10]([O:12][CH3:13])=[O:11])=[O:7])([CH3:4])([CH3:3])[CH3:2].[H][H]. The catalyst is CO.[C].[Pd]. The product is [CH3:13][O:12][C:10](=[O:11])[C@H:9]([CH2:14][CH2:15][CH2:16][C:17]([CH3:22])([CH3:18])[NH2:19])[NH:8][C:6]([O:5][C:1]([CH3:4])([CH3:2])[CH3:3])=[O:7]. The yield is 0.808. (4) The reactants are [CH2:1]([O:3][C:4](=[O:22])[CH:5](Cl)[C:6](=[O:20])[CH2:7][CH2:8][NH:9][C:10]([O:12][CH2:13][C:14]1[CH:19]=[CH:18][CH:17]=[CH:16][CH:15]=1)=[O:11])[CH3:2].[O:23]([CH2:30][C:31]([OH:33])=[O:32])[C:24]1[CH:29]=[CH:28][CH:27]=[CH:26][CH:25]=1. The catalyst is C(#N)C. The yield is 0.300. The product is [CH2:1]([O:3][C:4](=[O:22])[CH:5]([O:33][C:31](=[O:32])[CH2:30][O:23][C:24]1[CH:25]=[CH:26][CH:27]=[CH:28][CH:29]=1)[C:6](=[O:20])[CH2:7][CH2:8][NH:9][C:10]([O:12][CH2:13][C:14]1[CH:19]=[CH:18][CH:17]=[CH:16][CH:15]=1)=[O:11])[CH3:2].